From a dataset of Forward reaction prediction with 1.9M reactions from USPTO patents (1976-2016). Predict the product of the given reaction. (1) Given the reactants Br[C:2]1[CH:3]=[CH:4][C:5]2[O:10][C:9]([CH3:12])([CH3:11])[C:8](=[O:13])[NH:7][C:6]=2[CH:14]=1.C([O-])(=O)C.[K+].Br[C:21]1[N:22]=[C:23]2[C:29]([C:30](=[O:35])[C:31]([CH3:34])([CH3:33])[CH3:32])=[CH:28][NH:27][C:24]2=[N:25][CH:26]=1.C(=O)([O-])[O-].[K+].[K+].C(=O)(O)[O-].[Na+], predict the reaction product. The product is: [CH3:32][C:31]([CH3:34])([CH3:33])[C:30]([C:29]1[C:23]2[C:24](=[N:25][CH:26]=[C:21]([C:2]3[CH:3]=[CH:4][C:5]4[O:10][C:9]([CH3:12])([CH3:11])[C:8](=[O:13])[NH:7][C:6]=4[CH:14]=3)[N:22]=2)[NH:27][CH:28]=1)=[O:35]. (2) Given the reactants [C:1](Cl)(=[O:8])[C:2]1[CH:7]=[CH:6][CH:5]=[CH:4][CH:3]=1.C(N(CC)CC)C.[F:17][C:18]1[CH:38]=[C:37]([N:39]2[CH2:44][CH2:43][NH:42][CH2:41][CH2:40]2)[CH:36]=[CH:35][C:19]=1[O:20][C:21]1[C:30]2[C:25](=[CH:26][C:27]([O:33][CH3:34])=[C:28]([O:31][CH3:32])[CH:29]=2)[N:24]=[CH:23][CH:22]=1.O, predict the reaction product. The product is: [CH3:32][O:31][C:28]1[CH:29]=[C:30]2[C:25](=[CH:26][C:27]=1[O:33][CH3:34])[N:24]=[CH:23][CH:22]=[C:21]2[O:20][C:19]1[CH:35]=[CH:36][C:37]([N:39]2[CH2:40][CH2:41][N:42]([C:1]([C:2]3[CH:7]=[CH:6][CH:5]=[CH:4][CH:3]=3)=[O:8])[CH2:43][CH2:44]2)=[CH:38][C:18]=1[F:17]. (3) Given the reactants Cl.[CH:2]1([C:6]2[NH:7][N:8]=[C:9]3[C:14]=2[CH:13]=[CH:12][C:11](=[O:15])[NH:10]3)[CH2:5][CH2:4][CH2:3]1, predict the reaction product. The product is: [CH:2]1([C:6]2[NH:7][N:8]=[C:9]3[C:14]=2[CH2:13][CH2:12][C:11](=[O:15])[NH:10]3)[CH2:3][CH2:4][CH2:5]1. (4) The product is: [CH2:17]([O:14][C:4]1[C:5]2[O:6][C:7]3[CH:13]=[CH:12][CH:11]=[CH:10][C:8]=3[C:9]=2[CH:1]=[CH:2][CH:3]=1)[CH3:18]. Given the reactants [CH:1]1[C:9]2[C:8]3[CH:10]=[CH:11][CH:12]=[CH:13][C:7]=3[O:6][C:5]=2[C:4]([OH:14])=[CH:3][CH:2]=1.[H-].[Na+].[CH2:17](I)[CH3:18], predict the reaction product. (5) Given the reactants [NH2:1][C:2]1[CH:3]=[C:4]([CH:29]=[CH:30][CH:31]=1)[O:5][C:6]1[C:7]2[N:8]([N:12]=[C:13]([NH:15][C:16]3[CH:21]=[CH:20][C:19]([N:22]4[CH2:27][CH2:26][N:25]([CH3:28])[CH2:24][CH2:23]4)=[CH:18][CH:17]=3)[N:14]=2)[CH:9]=[CH:10][CH:11]=1.C(=O)(O)[O-].[Na+].[C:37](Cl)(=[O:40])[CH:38]=[CH2:39], predict the reaction product. The product is: [CH3:28][N:25]1[CH2:24][CH2:23][N:22]([C:19]2[CH:18]=[CH:17][C:16]([NH:15][C:13]3[N:14]=[C:7]4[C:6]([O:5][C:4]5[CH:3]=[C:2]([NH:1][C:37](=[O:40])[CH:38]=[CH2:39])[CH:31]=[CH:30][CH:29]=5)=[CH:11][CH:10]=[CH:9][N:8]4[N:12]=3)=[CH:21][CH:20]=2)[CH2:27][CH2:26]1. (6) Given the reactants [N:1]([C@@H:4]([CH:6]([CH3:8])[CH3:7])[CH3:5])=[C:2]=[O:3].Cl.[CH3:10][N:11]1[CH2:16][CH2:15][N:14]([C:17]2[CH:22]=[C:21]([C:23]3[CH:32]=[C:31]4[C:26]([CH2:27][CH2:28][NH:29][CH2:30]4)=[CH:25][CH:24]=3)[N:20]=[C:19]([NH2:33])[N:18]=2)[CH2:13][CH2:12]1, predict the reaction product. The product is: [NH2:33][C:19]1[N:20]=[C:21]([C:23]2[CH:32]=[C:31]3[C:26]([CH2:27][CH2:28][N:29]([C:2]([NH:1][C@H:4]([CH3:5])[CH:6]([CH3:8])[CH3:7])=[O:3])[CH2:30]3)=[CH:25][CH:24]=2)[CH:22]=[C:17]([N:14]2[CH2:13][CH2:12][N:11]([CH3:10])[CH2:16][CH2:15]2)[N:18]=1. (7) Given the reactants Br[C:2]1[S:6][C:5]([C:7]([O:9][CH3:10])=[O:8])=[CH:4][C:3]=1[CH3:11].C(=O)([O-])[O-].[Na+].[Na+].[CH2:18]([C:20]([C:39]1[CH:44]=[CH:43][C:42]([OH:45])=[C:41]([CH3:46])[CH:40]=1)([C:23]1[CH:28]=[CH:27][C:26](B2OC(C)(C)C(C)(C)O2)=[C:25]([CH3:38])[CH:24]=1)[CH2:21][CH3:22])[CH3:19].C(OCC)(=O)C, predict the reaction product. The product is: [CH3:10][O:9][C:7]([C:5]1[S:6][C:2]([C:26]2[CH:27]=[CH:28][C:23]([C:20]([CH2:21][CH3:22])([C:39]3[CH:44]=[CH:43][C:42]([OH:45])=[C:41]([CH3:46])[CH:40]=3)[CH2:18][CH3:19])=[CH:24][C:25]=2[CH3:38])=[C:3]([CH3:11])[CH:4]=1)=[O:8].